This data is from NCI-60 drug combinations with 297,098 pairs across 59 cell lines. The task is: Regression. Given two drug SMILES strings and cell line genomic features, predict the synergy score measuring deviation from expected non-interaction effect. (1) Drug 1: CS(=O)(=O)C1=CC(=C(C=C1)C(=O)NC2=CC(=C(C=C2)Cl)C3=CC=CC=N3)Cl. Drug 2: COC1=CC(=CC(=C1O)OC)C2C3C(COC3=O)C(C4=CC5=C(C=C24)OCO5)OC6C(C(C7C(O6)COC(O7)C8=CC=CS8)O)O. Cell line: T-47D. Synergy scores: CSS=35.3, Synergy_ZIP=-8.68, Synergy_Bliss=-0.229, Synergy_Loewe=-30.5, Synergy_HSA=0.818. (2) Drug 1: C1CC(=O)NC(=O)C1N2CC3=C(C2=O)C=CC=C3N. Drug 2: C1CC(C1)(C(=O)O)C(=O)O.[NH2-].[NH2-].[Pt+2]. Cell line: SK-MEL-2. Synergy scores: CSS=28.3, Synergy_ZIP=-5.34, Synergy_Bliss=0.476, Synergy_Loewe=-6.50, Synergy_HSA=1.53. (3) Drug 1: CCC1(CC2CC(C3=C(CCN(C2)C1)C4=CC=CC=C4N3)(C5=C(C=C6C(=C5)C78CCN9C7C(C=CC9)(C(C(C8N6C=O)(C(=O)OC)O)OC(=O)C)CC)OC)C(=O)OC)O.OS(=O)(=O)O. Drug 2: CN1C2=C(C=C(C=C2)N(CCCl)CCCl)N=C1CCCC(=O)O.Cl. Cell line: SW-620. Synergy scores: CSS=0.904, Synergy_ZIP=-0.643, Synergy_Bliss=-1.34, Synergy_Loewe=1.87, Synergy_HSA=-1.80. (4) Drug 1: CC(C1=C(C=CC(=C1Cl)F)Cl)OC2=C(N=CC(=C2)C3=CN(N=C3)C4CCNCC4)N. Drug 2: C1=NC2=C(N1)C(=S)N=CN2. Cell line: TK-10. Synergy scores: CSS=0.827, Synergy_ZIP=-13.8, Synergy_Bliss=-27.2, Synergy_Loewe=-47.8, Synergy_HSA=-27.3. (5) Drug 1: CN(C)N=NC1=C(NC=N1)C(=O)N. Drug 2: C1=CC=C(C(=C1)C(C2=CC=C(C=C2)Cl)C(Cl)Cl)Cl. Cell line: DU-145. Synergy scores: CSS=1.65, Synergy_ZIP=0.667, Synergy_Bliss=2.96, Synergy_Loewe=0.290, Synergy_HSA=0.648.